Dataset: Peptide-MHC class I binding affinity with 185,985 pairs from IEDB/IMGT. Task: Regression. Given a peptide amino acid sequence and an MHC pseudo amino acid sequence, predict their binding affinity value. This is MHC class I binding data. (1) The peptide sequence is HSKKKCDEL. The MHC is HLA-B18:01 with pseudo-sequence HLA-B18:01. The binding affinity (normalized) is 0. (2) The peptide sequence is TQVKELGIAI. The MHC is HLA-A29:02 with pseudo-sequence HLA-A29:02. The binding affinity (normalized) is 0.